Dataset: NCI-60 drug combinations with 297,098 pairs across 59 cell lines. Task: Regression. Given two drug SMILES strings and cell line genomic features, predict the synergy score measuring deviation from expected non-interaction effect. (1) Drug 1: CS(=O)(=O)C1=CC(=C(C=C1)C(=O)NC2=CC(=C(C=C2)Cl)C3=CC=CC=N3)Cl. Drug 2: CC=C1C(=O)NC(C(=O)OC2CC(=O)NC(C(=O)NC(CSSCCC=C2)C(=O)N1)C(C)C)C(C)C. Cell line: NCI/ADR-RES. Synergy scores: CSS=8.21, Synergy_ZIP=-2.66, Synergy_Bliss=0.296, Synergy_Loewe=1.10, Synergy_HSA=0.295. (2) Drug 1: C1C(C(OC1N2C=NC3=C(N=C(N=C32)Cl)N)CO)O. Drug 2: CCC(=C(C1=CC=CC=C1)C2=CC=C(C=C2)OCCN(C)C)C3=CC=CC=C3.C(C(=O)O)C(CC(=O)O)(C(=O)O)O. Cell line: HL-60(TB). Synergy scores: CSS=63.1, Synergy_ZIP=0.401, Synergy_Bliss=0.794, Synergy_Loewe=-30.4, Synergy_HSA=-0.0802. (3) Drug 2: N.N.Cl[Pt+2]Cl. Cell line: NCIH23. Drug 1: C1=CC(=CC=C1CC(C(=O)O)N)N(CCCl)CCCl.Cl. Synergy scores: CSS=5.28, Synergy_ZIP=-4.55, Synergy_Bliss=-3.70, Synergy_Loewe=-8.52, Synergy_HSA=-5.11. (4) Drug 1: CCCCCOC(=O)NC1=NC(=O)N(C=C1F)C2C(C(C(O2)C)O)O. Drug 2: CC1CCCC2(C(O2)CC(NC(=O)CC(C(C(=O)C(C1O)C)(C)C)O)C(=CC3=CSC(=N3)C)C)C. Cell line: UACC62. Synergy scores: CSS=41.1, Synergy_ZIP=1.70, Synergy_Bliss=-0.276, Synergy_Loewe=-29.4, Synergy_HSA=-0.846. (5) Drug 1: CC1=C(C(CCC1)(C)C)C=CC(=CC=CC(=CC(=O)O)C)C. Drug 2: CC1=C(N=C(N=C1N)C(CC(=O)N)NCC(C(=O)N)N)C(=O)NC(C(C2=CN=CN2)OC3C(C(C(C(O3)CO)O)O)OC4C(C(C(C(O4)CO)O)OC(=O)N)O)C(=O)NC(C)C(C(C)C(=O)NC(C(C)O)C(=O)NCCC5=NC(=CS5)C6=NC(=CS6)C(=O)NCCC[S+](C)C)O. Cell line: SNB-75. Synergy scores: CSS=15.3, Synergy_ZIP=-6.08, Synergy_Bliss=0.0227, Synergy_Loewe=-8.26, Synergy_HSA=0.0610.